This data is from Forward reaction prediction with 1.9M reactions from USPTO patents (1976-2016). The task is: Predict the product of the given reaction. (1) Given the reactants [CH3:1][O:2][C:3]1[C:12]2[C:7](=[CH:8][CH:9]=[CH:10][CH:11]=2)[C:6]([NH:13]S(C2SC=CC=2)(=O)=O)=[CH:5][C:4]=1[S:22][CH2:23][C:24]([O:26][CH3:27])=[O:25].[Cl:28][C:29]1[CH:34]=[CH:33][C:32]([C:35]2[CH:40]=[CH:39][C:38]([S:41](Cl)(=[O:43])=[O:42])=[CH:37][CH:36]=2)=[CH:31][CH:30]=1, predict the reaction product. The product is: [Cl:28][C:29]1[CH:34]=[CH:33][C:32]([C:35]2[CH:40]=[CH:39][C:38]([S:41]([NH:13][C:6]3[C:7]4[C:12](=[CH:11][CH:10]=[CH:9][CH:8]=4)[C:3]([O:2][CH3:1])=[C:4]([S:22][CH2:23][C:24]([O:26][CH3:27])=[O:25])[CH:5]=3)(=[O:43])=[O:42])=[CH:37][CH:36]=2)=[CH:31][CH:30]=1. (2) Given the reactants [N:1]1[NH:2][C:3](=[O:19])[N:4]2[C:13]=1[C:12]1[CH:11]=[C:10]3[CH:14]=[CH:15][CH:16]=[CH:17][C:9]3=[CH:8][C:7]=1[NH:6][C:5]2=[O:18].[CH3:20][C:21]([O:24][C:25](O[C:25]([O:24][C:21]([CH3:23])([CH3:22])[CH3:20])=[O:26])=[O:26])([CH3:23])[CH3:22], predict the reaction product. The product is: [O:19]=[C:3]1[N:4]2[C:5](=[O:18])[NH:6][C:7]3[CH:8]=[C:9]4[CH:17]=[CH:16][CH:15]=[CH:14][C:10]4=[CH:11][C:12]=3[C:13]2=[N:1][N:2]1[C:25]([O:24][C:21]([CH3:23])([CH3:22])[CH3:20])=[O:26]. (3) Given the reactants [NH2:1][C:2]1[CH:6]=[C:5]([Cl:7])[N:4]([C:8]2[CH:13]=[CH:12][C:11]([Br:14])=[CH:10][CH:9]=2)[C:3]=1[C:15]([O:17][CH2:18][CH3:19])=[O:16].C(N(CC)CC)C.[C:27]([CH2:29][C:30](O)=[O:31])#[N:28].C1CCC(N=C=NC2CCCCC2)CC1, predict the reaction product. The product is: [Br:14][C:11]1[CH:10]=[CH:9][C:8]([N:4]2[C:5]([Cl:7])=[CH:6][C:2]([NH:1][C:30](=[O:31])[CH2:29][C:27]#[N:28])=[C:3]2[C:15]([O:17][CH2:18][CH3:19])=[O:16])=[CH:13][CH:12]=1. (4) Given the reactants [CH3:1][O:2][C:3]1[CH:4]=[C:5]([CH:30]=[CH:31][C:32]=1[O:33][CH2:34][C:35]1[N:36]=[C:37]([C:42]2[CH:47]=[CH:46][CH:45]=[CH:44][CH:43]=2)[O:38][C:39]=1[CH2:40]C)[C:6]([NH:8][C:9]1[C:13](/[CH:14]=[CH:15]/[P:16](=[O:23])([O:20][CH2:21][CH3:22])[O:17][CH2:18][CH3:19])=[CH:12][N:11]([C:24]2[CH:29]=[CH:28][CH:27]=[CH:26][CH:25]=2)[N:10]=1)=[O:7].[H-].[Na+].[CH3:50]N(C)C=O.CI, predict the reaction product. The product is: [CH3:1][O:2][C:3]1[CH:4]=[C:5]([CH:30]=[CH:31][C:32]=1[O:33][CH2:34][C:35]1[N:36]=[C:37]([C:42]2[CH:47]=[CH:46][CH:45]=[CH:44][CH:43]=2)[O:38][C:39]=1[CH3:40])[C:6]([N:8]([CH3:50])[C:9]1[C:13](/[CH:14]=[CH:15]/[P:16](=[O:23])([O:20][CH2:21][CH3:22])[O:17][CH2:18][CH3:19])=[CH:12][N:11]([C:24]2[CH:29]=[CH:28][CH:27]=[CH:26][CH:25]=2)[N:10]=1)=[O:7]. (5) Given the reactants C([Cl:4])(=O)C.[O:5]=[C:6]([C:16]1[CH:21]=[CH:20][N:19]=[CH:18][CH:17]=1)[CH2:7][NH:8]C(=O)OC(C)(C)C, predict the reaction product. The product is: [Cl-:4].[Cl-:4].[NH3+:8][CH2:7][C:6]([C:16]1[CH:21]=[CH:20][NH+:19]=[CH:18][CH:17]=1)=[O:5]. (6) Given the reactants Cl[CH2:2][C:3]([O:5][C:6]([CH3:9])([CH3:8])[CH3:7])=[O:4].[Cl:10][C:11]1[C:12]([F:37])=[C:13]([CH:34]=[CH:35][CH:36]=1)[NH:14][C:15]1[C:24]2[C:19](=[CH:20][C:21]([O:32][CH3:33])=[C:22]([O:25][CH:26]3[CH2:31][CH2:30][NH:29][CH2:28][CH2:27]3)[CH:23]=2)[N:18]=[CH:17][N:16]=1.[I-].[K+].C(=O)([O-])[O-].[K+].[K+], predict the reaction product. The product is: [Cl:10][C:11]1[C:12]([F:37])=[C:13]([CH:34]=[CH:35][CH:36]=1)[NH:14][C:15]1[C:24]2[C:19](=[CH:20][C:21]([O:32][CH3:33])=[C:22]([O:25][CH:26]3[CH2:31][CH2:30][N:29]([CH2:2][C:3]([O:5][C:6]([CH3:9])([CH3:8])[CH3:7])=[O:4])[CH2:28][CH2:27]3)[CH:23]=2)[N:18]=[CH:17][N:16]=1. (7) Given the reactants [F:1][C:2]([F:14])([F:13])[S:3][C:4]1[CH:9]=[CH:8][C:7]([C:10](=[O:12])[CH3:11])=[CH:6][CH:5]=1.[Se](=O)=[O:16].[CH3:18][CH2:19][O:20]CC, predict the reaction product. The product is: [O:12]=[C:10]([C:7]1[CH:6]=[CH:5][C:4]([S:3][C:2]([F:13])([F:1])[F:14])=[CH:9][CH:8]=1)[C:11]([O:20][CH2:19][CH3:18])=[O:16].